From a dataset of Full USPTO retrosynthesis dataset with 1.9M reactions from patents (1976-2016). Predict the reactants needed to synthesize the given product. (1) Given the product [C:1]([O:5][C:6]([N:8]1[CH2:9][C@@H:10]([C:38](=[O:39])[NH:49][CH2:41][CH2:42][C:43]2[CH:48]=[CH:47][CH:46]=[CH:45][CH:44]=2)[CH2:11][C@H:12]([C:14](=[O:37])[NH:15][CH2:16][C:17]2([CH2:31][CH2:32][CH2:33][CH2:34][O:35][CH3:36])[C:30]3[CH:29]=[CH:28][CH:27]=[CH:26][C:25]=3[O:24][C:23]3[C:18]2=[CH:19][CH:20]=[CH:21][CH:22]=3)[CH2:13]1)=[O:7])([CH3:3])([CH3:4])[CH3:2], predict the reactants needed to synthesize it. The reactants are: [C:1]([O:5][C:6]([N:8]1[CH2:13][C@@H:12]([C:14](=[O:37])[NH:15][CH2:16][C:17]2([CH2:31][CH2:32][CH2:33][CH2:34][O:35][CH3:36])[C:30]3[CH:29]=[CH:28][CH:27]=[CH:26][C:25]=3[O:24][C:23]3[C:18]2=[CH:19][CH:20]=[CH:21][CH:22]=3)[CH2:11][C@H:10]([C:38](O)=[O:39])[CH2:9]1)=[O:7])([CH3:4])([CH3:3])[CH3:2].[CH2:41]([NH2:49])[CH2:42][C:43]1[CH:48]=[CH:47][CH:46]=[CH:45][CH:44]=1. (2) Given the product [N:17]1[C:16]2[NH:20][CH:21]=[CH:22][C:15]=2[C:14]([N:11]2[CH2:10][CH2:9][CH:8]([NH2:7])[CH2:13][CH2:12]2)=[N:19][CH:18]=1, predict the reactants needed to synthesize it. The reactants are: C(OC(=O)[NH:7][CH:8]1[CH2:13][CH2:12][N:11]([C:14]2[C:15]3[CH:22]=[CH:21][NH:20][C:16]=3[N:17]=[CH:18][N:19]=2)[CH2:10][CH2:9]1)(C)(C)C.Cl.